Dataset: Catalyst prediction with 721,799 reactions and 888 catalyst types from USPTO. Task: Predict which catalyst facilitates the given reaction. The catalyst class is: 12. Reactant: Cl[C:2]1[N:7]=[C:6]([C:8]2[S:12][C:11]([CH2:13][CH3:14])=[N:10][C:9]=2[C:15]2[CH:16]=[C:17]([NH:21][C:22](=[O:31])[C:23]3[C:28]([F:29])=[CH:27][CH:26]=[CH:25][C:24]=3[F:30])[CH:18]=[CH:19][CH:20]=2)[CH:5]=[CH:4][N:3]=1.[F:32][C:33]1[CH:34]=[C:35]([NH2:47])[CH:36]=[CH:37][C:38]=1[O:39][CH2:40][CH2:41][N:42]1[CH2:46][CH2:45][CH2:44][CH2:43]1.CC(O)C.Cl. Product: [CH2:13]([C:11]1[S:12][C:8]([C:6]2[CH:5]=[CH:4][N:3]=[C:2]([NH:47][C:35]3[CH:36]=[CH:37][C:38]([O:39][CH2:40][CH2:41][N:42]4[CH2:43][CH2:44][CH2:45][CH2:46]4)=[C:33]([F:32])[CH:34]=3)[N:7]=2)=[C:9]([C:15]2[CH:16]=[C:17]([NH:21][C:22](=[O:31])[C:23]3[C:28]([F:29])=[CH:27][CH:26]=[CH:25][C:24]=3[F:30])[CH:18]=[CH:19][CH:20]=2)[N:10]=1)[CH3:14].